This data is from Reaction yield outcomes from USPTO patents with 853,638 reactions. The task is: Predict the reaction yield, written as a fraction of the theoretical maximum amount of product (1.0 means a 100% yield; for example, 0.34 means a 34% yield). The yield is 0.895. The catalyst is CC(=O)OCC.O. The product is [F:50][C:49]([F:52])([F:51])[C:47]([O:53][CH2:17][CH2:16][CH2:15][N:12]1[C:13](=[O:14])[C:8]2[C:7]([CH2:28][C:30]3[CH:31]=[CH:32][C:33]([Cl:36])=[CH:34][CH:35]=3)=[C:6]([O:5][C:4]3[CH:37]=[CH:38][CH:39]=[C:2]([Cl:1])[CH:3]=3)[S:27][C:9]=2[N:10]([CH3:26])[C:11]1=[O:25])=[O:48]. The reactants are [Cl:1][C:2]1[CH:3]=[C:4]([CH:37]=[CH:38][CH:39]=1)[O:5][C:6]1[S:27][C:9]2[N:10]([CH3:26])[C:11](=[O:25])[N:12]([CH2:15][CH2:16][CH2:17]OC3CCCCO3)[C:13](=[O:14])[C:8]=2[C:7]=1[CH:28]([C:30]1[CH:35]=[CH:34][C:33]([Cl:36])=[CH:32][CH:31]=1)O.[SiH](CC)(CC)CC.[C:47]([OH:53])([C:49]([F:52])([F:51])[F:50])=[O:48].